This data is from Forward reaction prediction with 1.9M reactions from USPTO patents (1976-2016). The task is: Predict the product of the given reaction. Given the reactants [F:1][C:2]1[CH:3]=[C:4]2[C:8](=[CH:9][CH:10]=1)[NH:7][C:6](=[O:11])[C:5]2=[C:12]1[C:20]2[C:15](=[N:16][C:17]([CH:21]=[CH2:22])=[CH:18][CH:19]=2)[CH2:14][O:13]1.[NH:23]1[CH2:33][CH2:32][CH:26]([C:27]([O:29][CH2:30][CH3:31])=[O:28])[CH2:25][CH2:24]1, predict the reaction product. The product is: [CH2:30]([O:29][C:27]([CH:26]1[CH2:32][CH2:33][N:23]([CH2:22][CH2:21][C:17]2[N:16]=[C:15]3[CH2:14][O:13][C:12](=[C:5]4[C:4]5[C:8](=[CH:9][CH:10]=[C:2]([F:1])[CH:3]=5)[NH:7][C:6]4=[O:11])[C:20]3=[CH:19][CH:18]=2)[CH2:24][CH2:25]1)=[O:28])[CH3:31].